This data is from Full USPTO retrosynthesis dataset with 1.9M reactions from patents (1976-2016). The task is: Predict the reactants needed to synthesize the given product. Given the product [CH2:12]([O:14][C:15]([N:7]1[C:8]2[C:4](=[CH:3][C:2]([Br:1])=[CH:10][CH:9]=2)[C:5]([OH:11])=[N:6]1)=[O:16])[CH3:13], predict the reactants needed to synthesize it. The reactants are: [Br:1][C:2]1[CH:3]=[C:4]2[C:8](=[CH:9][CH:10]=1)[NH:7][N:6]=[C:5]2[OH:11].[CH2:12]([O:14][C:15](N1C2C(=C(Br)C=CC=2)C(O)=N1)=[O:16])[CH3:13].